From a dataset of Experimentally validated miRNA-target interactions with 360,000+ pairs, plus equal number of negative samples. Binary Classification. Given a miRNA mature sequence and a target amino acid sequence, predict their likelihood of interaction. (1) The miRNA is hsa-miR-7973 with sequence UGUGACCCUAGAAUAAUUAC. The protein sequence of the target gene is MPRDGTNEQRFLELPSPMSFILNILRNVLEYFGVPVDQDLLICQNKNCGSARSIVRIIGRRLPLKPCRRPHFELIPHVNSTESDDYELRVPSFADVLCVANDEEASCLRFRHSLWQKKEERKIAPFYPSKLTWDPSSPGLRQNKTETDDLPVNEAAIKKIAALEDELTFLRSQIAAIVAMQDLRESRETGFIDLSDEQVPPSSATTGLSVEPDHAPSVVLPPPPPPPPPPQFSLQPPSSLPMQPGSANTHDIDSLATEMERQLSGVKKTDDSHHSKSQRLRDVPNMLDVLKDVNKVRLRP.... Result: 0 (no interaction). (2) The miRNA is hsa-miR-6858-3p with sequence CAGCCAGCCCCUGCUCACCCCU. The protein sequence of the target gene is MTSFSTSAQCSTSDSACRISPGQINQVRPKLPLLKILHAAGAQGEMFTVKEVMHYLGQYIMVKQLYDQQEQHMVYCGGDLLGELLGRQSFSVKDPSPLYDMLRKNLVTLATATTDAAQTLALAQDHSMDIPSQDQLKQSAEESSTSRKRTTEDDIPTLPTSEHKCIHSREDEDLIENLAQDETSRLDLGFEEWDVAGLPWWFLGNLRSNYTPRSNGSTDLQTNQDVGTAIVSDTTDDLWFLNESVSEQLGVGIKVEAADTEQTSEEVGKVSDKKVIEVGKNDDLEDSKSLSDDTDVEVTS.... Result: 0 (no interaction).